This data is from Catalyst prediction with 721,799 reactions and 888 catalyst types from USPTO. The task is: Predict which catalyst facilitates the given reaction. (1) Reactant: Cl[C:2]1[N:7]=[N:6][C:5]([C:8]([NH2:10])=[O:9])=[C:4]([NH:11][C:12]2[CH:17]=[CH:16][C:15]([O:18][CH3:19])=[C:14]([O:20][CH3:21])[N:13]=2)[CH:3]=1.[NH2:22][C@@H:23]1[CH2:28][CH2:27][CH2:26][CH2:25][C@@H:24]1[NH:29]C(=O)OC(C)(C)C.CO[Si](C)(C)C. Product: [NH2:22][C@H:23]1[CH2:28][CH2:27][CH2:26][CH2:25][C@H:24]1[NH:29][C:2]1[N:7]=[N:6][C:5]([C:8]([NH2:10])=[O:9])=[C:4]([NH:11][C:12]2[CH:17]=[CH:16][C:15]([O:18][CH3:19])=[C:14]([O:20][CH3:21])[N:13]=2)[CH:3]=1. The catalyst class is: 37. (2) Reactant: Br[C:2]1[CH:3]=[C:4]2[C:9](=[CH:10][CH:11]=1)[N:8]=[CH:7][N:6]=[C:5]2[C:12]1[CH:13]=[CH:14][C:15]([CH3:21])=[C:16]([CH:20]=1)[C:17]([OH:19])=[O:18].[CH3:22][O:23][C:24]1[N:29]=[CH:28][C:27](B(O)O)=[CH:26][CH:25]=1.[O-]P([O-])([O-])=O.[K+].[K+].[K+]. Product: [CH3:22][O:23][C:24]1[N:29]=[CH:28][C:27]([C:2]2[CH:3]=[C:4]3[C:9](=[CH:10][CH:11]=2)[N:8]=[CH:7][N:6]=[C:5]3[C:12]2[CH:13]=[CH:14][C:15]([CH3:21])=[C:16]([CH:20]=2)[C:17]([OH:19])=[O:18])=[CH:26][CH:25]=1. The catalyst class is: 235. (3) Reactant: [N+:1]([C:4]1[CH:9]=[CH:8][C:7]([N:10]2[CH2:15][CH2:14][CH:13]([C:16](O)=[O:17])[CH2:12][CH2:11]2)=[CH:6][CH:5]=1)([O-:3])=[O:2].B. Product: [N+:1]([C:4]1[CH:9]=[CH:8][C:7]([N:10]2[CH2:11][CH2:12][CH:13]([CH2:16][OH:17])[CH2:14][CH2:15]2)=[CH:6][CH:5]=1)([O-:3])=[O:2]. The catalyst class is: 7.